This data is from NCI-60 drug combinations with 297,098 pairs across 59 cell lines. The task is: Regression. Given two drug SMILES strings and cell line genomic features, predict the synergy score measuring deviation from expected non-interaction effect. (1) Drug 1: CC1=C(C=C(C=C1)NC2=NC=CC(=N2)N(C)C3=CC4=NN(C(=C4C=C3)C)C)S(=O)(=O)N.Cl. Drug 2: CCCCCOC(=O)NC1=NC(=O)N(C=C1F)C2C(C(C(O2)C)O)O. Cell line: T-47D. Synergy scores: CSS=4.45, Synergy_ZIP=-1.31, Synergy_Bliss=4.15, Synergy_Loewe=2.36, Synergy_HSA=3.27. (2) Drug 1: CCCS(=O)(=O)NC1=C(C(=C(C=C1)F)C(=O)C2=CNC3=C2C=C(C=N3)C4=CC=C(C=C4)Cl)F. Drug 2: C1=CC(=C2C(=C1NCCNCCO)C(=O)C3=C(C=CC(=C3C2=O)O)O)NCCNCCO. Cell line: 786-0. Synergy scores: CSS=69.8, Synergy_ZIP=13.4, Synergy_Bliss=12.1, Synergy_Loewe=-17.2, Synergy_HSA=12.9. (3) Drug 1: CC(CN1CC(=O)NC(=O)C1)N2CC(=O)NC(=O)C2. Drug 2: CC(C)CN1C=NC2=C1C3=CC=CC=C3N=C2N. Cell line: K-562. Synergy scores: CSS=25.8, Synergy_ZIP=-4.30, Synergy_Bliss=0.0794, Synergy_Loewe=-0.658, Synergy_HSA=-1.05. (4) Drug 1: C1=CC=C(C=C1)NC(=O)CCCCCCC(=O)NO. Drug 2: C1=CN(C=N1)CC(O)(P(=O)(O)O)P(=O)(O)O. Cell line: NCI/ADR-RES. Synergy scores: CSS=32.2, Synergy_ZIP=1.61, Synergy_Bliss=0.230, Synergy_Loewe=-9.96, Synergy_HSA=1.16.